This data is from NCI-60 drug combinations with 297,098 pairs across 59 cell lines. The task is: Regression. Given two drug SMILES strings and cell line genomic features, predict the synergy score measuring deviation from expected non-interaction effect. (1) Drug 1: CN1C(=O)N2C=NC(=C2N=N1)C(=O)N. Drug 2: CN(CCCl)CCCl.Cl. Cell line: K-562. Synergy scores: CSS=37.4, Synergy_ZIP=-11.5, Synergy_Bliss=-5.87, Synergy_Loewe=1.65, Synergy_HSA=1.33. (2) Drug 1: CC=C1C(=O)NC(C(=O)OC2CC(=O)NC(C(=O)NC(CSSCCC=C2)C(=O)N1)C(C)C)C(C)C. Drug 2: C1=NC2=C(N1)C(=S)N=CN2. Cell line: SN12C. Synergy scores: CSS=51.9, Synergy_ZIP=9.44, Synergy_Bliss=12.3, Synergy_Loewe=0.0394, Synergy_HSA=0.170. (3) Drug 1: CC12CCC3C(C1CCC2=O)CC(=C)C4=CC(=O)C=CC34C. Drug 2: C(=O)(N)NO. Cell line: NCI/ADR-RES. Synergy scores: CSS=49.7, Synergy_ZIP=-2.74, Synergy_Bliss=-2.82, Synergy_Loewe=-2.32, Synergy_HSA=-1.59. (4) Cell line: K-562. Drug 1: CC12CCC(CC1=CCC3C2CCC4(C3CC=C4C5=CN=CC=C5)C)O. Synergy scores: CSS=11.2, Synergy_ZIP=-7.92, Synergy_Bliss=-11.0, Synergy_Loewe=-15.9, Synergy_HSA=-11.0. Drug 2: CN(C)N=NC1=C(NC=N1)C(=O)N. (5) Drug 1: C1=C(C(=O)NC(=O)N1)N(CCCl)CCCl. Drug 2: C(CCl)NC(=O)N(CCCl)N=O. Cell line: PC-3. Synergy scores: CSS=11.6, Synergy_ZIP=-5.31, Synergy_Bliss=-3.67, Synergy_Loewe=-5.22, Synergy_HSA=-2.47. (6) Drug 1: CC1CCC2CC(C(=CC=CC=CC(CC(C(=O)C(C(C(=CC(C(=O)CC(OC(=O)C3CCCCN3C(=O)C(=O)C1(O2)O)C(C)CC4CCC(C(C4)OC)O)C)C)O)OC)C)C)C)OC. Drug 2: C#CCC(CC1=CN=C2C(=N1)C(=NC(=N2)N)N)C3=CC=C(C=C3)C(=O)NC(CCC(=O)O)C(=O)O. Cell line: 786-0. Synergy scores: CSS=72.5, Synergy_ZIP=22.8, Synergy_Bliss=-1.05, Synergy_Loewe=39.2, Synergy_HSA=-1.32.